Predict the reaction yield, written as a fraction of the theoretical maximum amount of product (1.0 means a 100% yield; for example, 0.34 means a 34% yield). From a dataset of Reaction yield outcomes from USPTO patents with 853,638 reactions. (1) The reactants are [Li]C[CH2:3][CH2:4][CH3:5].[CH3:6]CCCCC.C(OC([N:19]([C:32]([O:34][C:35]([CH3:38])([CH3:37])[CH3:36])=[O:33])[C:20]1[C:25](Br)=[CH:24][C:23]([C:27]([F:30])([F:29])[F:28])=[C:22]([Cl:31])[CH:21]=1)=O)(C)(C)C.[Cl-].[NH4+].[C:41]([O:44]CC)(=[O:43])C. The catalyst is C1COCC1. The product is [C:4]([O:44][C:41](=[O:43])[C:25]1[CH:24]=[C:23]([C:27]([F:30])([F:28])[F:29])[C:22]([Cl:31])=[CH:21][C:20]=1[NH:19][C:32]([O:34][C:35]([CH3:36])([CH3:37])[CH3:38])=[O:33])([CH3:3])([CH3:5])[CH3:6]. The yield is 0.820. (2) The reactants are C([O-])([O-])=O.[K+].[K+].Cl.[O:8]=[C:9]([N:27]1[CH2:32][CH2:31][NH:30][CH2:29][CH2:28]1)[CH2:10][NH:11][C:12](=[O:26])[C:13]1[CH:18]=[CH:17][C:16]([O:19][C:20]2[CH:25]=[CH:24][CH:23]=[CH:22][CH:21]=2)=[CH:15][CH:14]=1.Br[CH2:34][C:35]1[CH:40]=[CH:39][CH:38]=[CH:37][C:36]=1[C:41]([F:44])([F:43])[F:42].O. The catalyst is CN(C=O)C. The product is [O:8]=[C:9]([N:27]1[CH2:28][CH2:29][N:30]([CH2:34][C:35]2[CH:40]=[CH:39][CH:38]=[CH:37][C:36]=2[C:41]([F:42])([F:43])[F:44])[CH2:31][CH2:32]1)[CH2:10][NH:11][C:12](=[O:26])[C:13]1[CH:14]=[CH:15][C:16]([O:19][C:20]2[CH:25]=[CH:24][CH:23]=[CH:22][CH:21]=2)=[CH:17][CH:18]=1. The yield is 0.390. (3) The reactants are Br[C:2]1[CH:7]=[CH:6][C:5]([CH:8]([OH:13])[C:9]([F:12])([F:11])[F:10])=[CH:4][CH:3]=1.[C:14]1([CH3:23])[CH:19]=[CH:18][CH:17]=[C:16](B(O)O)[CH:15]=1.C([O-])([O-])=O.[K+].[K+].CCO. The catalyst is [Pd].C(Cl)Cl.O. The product is [F:10][C:9]([F:12])([F:11])[CH:8]([C:5]1[CH:6]=[CH:7][CH:2]=[CH:3][C:4]=1[C:16]1[CH:17]=[CH:18][CH:19]=[C:14]([CH3:23])[CH:15]=1)[OH:13]. The yield is 0.720. (4) The reactants are [CH3:1][C:2]1[CH:3]=[C:4]([N:11]2[CH2:15][CH2:14][CH:13]([NH:16]C(=O)C)[CH2:12]2)[CH:5]=[CH:6][C:7]=1[N+:8]([O-:10])=[O:9].Cl.[OH-].[Na+]. The catalyst is O. The product is [CH3:1][C:2]1[CH:3]=[C:4]([N:11]2[CH2:15][CH2:14][CH:13]([NH2:16])[CH2:12]2)[CH:5]=[CH:6][C:7]=1[N+:8]([O-:10])=[O:9]. The yield is 0.830. (5) The reactants are [CH3:1][O:2][C:3]1[CH:4]=[C:5]2[C:10](=[CH:11][C:12]=1[O:13][CH3:14])[N:9]=[CH:8][N:7]=[C:6]2[O:15][C:16]1[CH:17]=[C:18]2[C:23](=[CH:24][CH:25]=1)[C:22]([C:26]([OH:28])=O)=[CH:21][CH:20]=[CH:19]2.[Cl:29][C:30]1[CH:35]=[CH:34][C:33]([NH2:36])=[C:32]([NH2:37])[CH:31]=1. No catalyst specified. The product is [NH2:37][C:32]1[CH:31]=[C:30]([Cl:29])[CH:35]=[CH:34][C:33]=1[NH:36][C:26]([C:22]1[C:23]2[C:24](=[CH:25][C:16]([O:15][C:6]3[C:5]4[C:10](=[CH:11][C:12]([O:13][CH3:14])=[C:3]([O:2][CH3:1])[CH:4]=4)[N:9]=[CH:8][N:7]=3)=[CH:17][CH:18]=2)[CH:19]=[CH:20][CH:21]=1)=[O:28]. The yield is 0.830. (6) The reactants are [CH2:1]([Li])[CH2:2][CH2:3][CH3:4].[CH2:6]([O:13][CH2:14][CH2:15][O:16][CH2:17][CH2:18][OH:19])[C:7]1[CH:12]=[CH:11][CH:10]=[CH:9][CH:8]=1.[CH2:20]([CH:22]1[O:24][CH2:23]1)Cl.[Cl-].[NH4+]. The catalyst is C1COCC1. The product is [CH2:1]([O:13][CH2:14][CH2:15][O:16][CH2:17][CH2:18][O:19][CH2:23][CH:22]([CH2:20][O:19][CH2:18][CH2:17][O:16][CH2:15][CH2:14][O:13][CH2:6][C:7]1[CH:12]=[CH:11][CH:10]=[CH:9][CH:8]=1)[OH:24])[C:2]1[CH:8]=[CH:7][CH:6]=[CH:4][CH:3]=1. The yield is 0.230. (7) The reactants are [S:1]1[CH:5]=[CH:4][CH:3]=[C:2]1[C:6]1[CH:7]=[C:8]([CH:12]=[CH:13][CH:14]=1)[C:9]([OH:11])=O.C(Cl)(=O)C(Cl)=O.CN(C)C=O.[CH3:26][N:27]1[C:31]([C:32]2[CH:33]=[C:34]([CH:36]=[CH:37][CH:38]=2)[NH2:35])=[CH:30][N:29]=[C:28]1[CH3:39]. The catalyst is ClCCl.N1C=CC=CC=1. The product is [CH3:39][C:28]1[N:27]([CH3:26])[C:31]([C:32]2[CH:33]=[C:34]([NH:35][C:9](=[O:11])[C:8]3[CH:12]=[CH:13][CH:14]=[C:6]([C:2]4[S:1][CH:5]=[CH:4][CH:3]=4)[CH:7]=3)[CH:36]=[CH:37][CH:38]=2)=[CH:30][N:29]=1. The yield is 0.749. (8) The reactants are C[O:2][C:3](=[O:21])[C:4]1[CH:9]=[C:8]([C:10](=[O:12])[CH3:11])[CH:7]=[CH:6][C:5]=1[O:13][CH2:14][C:15]1[CH:20]=[CH:19][CH:18]=[CH:17][CH:16]=1.[OH-].[Na+]. The catalyst is CO.O1CCCC1. The product is [C:10]([C:8]1[CH:7]=[CH:6][C:5]([O:13][CH2:14][C:15]2[CH:20]=[CH:19][CH:18]=[CH:17][CH:16]=2)=[C:4]([CH:9]=1)[C:3]([OH:21])=[O:2])(=[O:12])[CH3:11]. The yield is 0.910. (9) The catalyst is C(O)C.O. The yield is 0.600. The product is [NH:31]1[C:32]2[C:37](=[CH:36][CH:35]=[CH:34][CH:33]=2)[C:29]([C:11]2[NH:10][CH:14]=[C:13]([C:15]([C:17]3[CH:22]=[C:21]([O:23][CH3:24])[C:20]([O:25][CH3:26])=[C:19]([O:27][CH3:28])[CH:18]=3)=[O:16])[N:12]=2)=[CH:30]1. The reactants are C1(S([N:10]2[CH:14]=[C:13]([C:15]([C:17]3[CH:22]=[C:21]([O:23][CH3:24])[C:20]([O:25][CH3:26])=[C:19]([O:27][CH3:28])[CH:18]=3)=[O:16])[N:12]=[C:11]2[C:29]2[C:37]3[C:32](=[CH:33][CH:34]=[CH:35][CH:36]=3)[N:31](S(C3C=CC=CC=3)(=O)=O)[CH:30]=2)(=O)=O)C=CC=CC=1.[OH-].[Na+]. (10) The reactants are [C:1]1([O:7][P:8]([CH2:17][CH2:18][NH:19][C:20]([O:22][CH:23]([C:31]2[NH:32][C:33]([S:39][C:40]3[CH:45]=[C:44]([Cl:46])[CH:43]=[C:42]([Cl:47])[CH:41]=3)=[C:34]([CH:36]([CH3:38])[CH3:37])[N:35]=2)[CH2:24][C:25]2[CH:30]=[CH:29][N:28]=[CH:27][CH:26]=2)=[O:21])(=[O:16])[O:9]C2C=CC=CC=2)[CH:6]=[CH:5][CH:4]=[CH:3][CH:2]=1.[Li+].[OH-]. The catalyst is CC#N. The product is [C:1]1([O:7][P:8]([CH2:17][CH2:18][NH:19][C:20]([O:22][CH:23]([C:31]2[NH:32][C:33]([S:39][C:40]3[CH:41]=[C:42]([Cl:47])[CH:43]=[C:44]([Cl:46])[CH:45]=3)=[C:34]([CH:36]([CH3:38])[CH3:37])[N:35]=2)[CH2:24][C:25]2[CH:30]=[CH:29][N:28]=[CH:27][CH:26]=2)=[O:21])(=[O:9])[OH:16])[CH:2]=[CH:3][CH:4]=[CH:5][CH:6]=1. The yield is 1.00.